Dataset: Reaction yield outcomes from USPTO patents with 853,638 reactions. Task: Predict the reaction yield, written as a fraction of the theoretical maximum amount of product (1.0 means a 100% yield; for example, 0.34 means a 34% yield). (1) The yield is 0.960. The catalyst is CC#N.O. The product is [Cl:33][C:25]1[C:24]2[C:29](=[CH:30][C:21]([CH2:20][N:5]3[CH2:6][C@H:7]([C:9]([F:10])([F:12])[F:11])[O:8][C@H:3]([CH3:2])[CH2:4]3)=[CH:22][CH:23]=2)[N:28]=[C:27]([C:31]#[N:32])[CH:26]=1. The reactants are Cl.[CH3:2][C@H:3]1[O:8][C@@H:7]([C:9]([F:12])([F:11])[F:10])[CH2:6][NH:5][CH2:4]1.C([O-])([O-])=O.[K+].[K+].Br[CH2:20][C:21]1[CH:30]=[C:29]2[C:24]([C:25]([Cl:33])=[CH:26][C:27]([C:31]#[N:32])=[N:28]2)=[CH:23][CH:22]=1. (2) The reactants are Br[C:2]1[CH:7]=[CH:6][CH:5]=[C:4]([C:8]2[CH:13]=[CH:12][C:11]([F:14])=[CH:10][C:9]=2[CH3:15])[N:3]=1.[F:16][C:17]1[CH:23]=[CH:22][CH:21]=[C:20]([F:24])[C:18]=1N.[H-].[Na+]. The catalyst is O1CCCC1.[NH4+].[Cl-]. The product is [F:16][C:17]1[CH:23]=[CH:22][CH:21]=[C:20]([F:24])[C:18]=1[C:2]1[CH:7]=[CH:6][CH:5]=[C:4]([C:8]2[CH:13]=[CH:12][C:11]([F:14])=[CH:10][C:9]=2[CH3:15])[N:3]=1. The yield is 0.400. (3) The reactants are [CH:1]1[C:10]2[CH2:9][CH2:8][CH2:7][CH2:6][C:5]=2[CH:4]=[CH:3][C:2]=1[OH:11].[H-].[Na+].[Cl:14][C:15]1[C:16]([F:29])=[CH:17][C:18]([F:28])=[C:19]([CH:27]=1)[C:20]([NH:22][S:23]([CH3:26])(=[O:25])=[O:24])=[O:21].[NH4+].[Cl-]. The catalyst is CN(C=O)C. The product is [Cl:14][C:15]1[C:16]([O:11][C:2]2[CH:3]=[CH:4][C:5]3[CH2:6][CH2:7][CH2:8][CH2:9][C:10]=3[CH:1]=2)=[CH:17][C:18]([F:28])=[C:19]([CH:27]=1)[C:20]([NH:22][S:23]([CH3:26])(=[O:24])=[O:25])=[O:21].[Cl:14][C:15]1[C:16]([F:29])=[CH:17][C:18]([O:11][C:2]2[CH:3]=[CH:4][C:5]3[CH2:6][CH2:7][CH2:8][CH2:9][C:10]=3[CH:1]=2)=[C:19]([CH:27]=1)[C:20]([NH:22][S:23]([CH3:26])(=[O:25])=[O:24])=[O:21]. The yield is 0.300. (4) The product is [Br:25][C:26]1[C:27]([I:35])=[C:28]([CH:32]=[CH:33][CH:34]=1)[C:29]([N:22]([C:11]1[CH2:12][CH2:13][N:8]([C:6]([O:5][C:1]([CH3:4])([CH3:3])[CH3:2])=[O:7])[CH2:9][CH:10]=1)[CH2:21][C:20]1[CH:23]=[CH:24][C:17]([O:16][CH3:15])=[CH:18][CH:19]=1)=[O:30]. The reactants are [C:1]([O:5][C:6]([N:8]1[CH2:13][CH2:12][C:11](=O)[CH2:10][CH2:9]1)=[O:7])([CH3:4])([CH3:3])[CH3:2].[CH3:15][O:16][C:17]1[CH:24]=[CH:23][C:20]([CH2:21][NH2:22])=[CH:19][CH:18]=1.[Br:25][C:26]1[C:27]([I:35])=[C:28]([CH:32]=[CH:33][CH:34]=1)[C:29](Cl)=[O:30].CCN(CC)CC. The catalyst is O.C1(C)C=CC=CC=1. The yield is 0.630. (5) The reactants are [CH2:1]([S:5]([N:8]1[CH2:17][CH2:16][C:15]2[N:14]=[C:13]([C:18]([O:20]C)=O)[CH:12]=[CH:11][C:10]=2[CH2:9]1)(=[O:7])=[O:6])[CH2:2][CH2:3][CH3:4].[K].[NH2:23][OH:24].C(O)(=O)C. The catalyst is CO. The product is [CH2:1]([S:5]([N:8]1[CH2:17][CH2:16][C:15]2[N:14]=[C:13]([C:18]([NH:23][OH:24])=[O:20])[CH:12]=[CH:11][C:10]=2[CH2:9]1)(=[O:6])=[O:7])[CH2:2][CH2:3][CH3:4]. The yield is 0.283. (6) The reactants are [Br:1][C:2]1[CH:3]=[C:4]2[C:9](=[CH:10][CH:11]=1)[N:8]=[CH:7][CH:6]=[C:5]2Cl.[Si:13]([O:20][C:21]1[CH:22]=[C:23]([NH2:27])[CH:24]=[CH:25][CH:26]=1)([C:16]([CH3:19])([CH3:18])[CH3:17])([CH3:15])[CH3:14]. No catalyst specified. The product is [Br:1][C:2]1[CH:3]=[C:4]2[C:9](=[CH:10][CH:11]=1)[N:8]=[CH:7][CH:6]=[C:5]2[NH:27][C:23]1[CH:24]=[CH:25][CH:26]=[C:21]([O:20][Si:13]([C:16]([CH3:19])([CH3:18])[CH3:17])([CH3:14])[CH3:15])[CH:22]=1. The yield is 0.800. (7) The reactants are [OH:1][CH:2]1[CH2:7][CH2:6][N:5]([C:8]([O:10][C:11]([CH3:14])([CH3:13])[CH3:12])=[O:9])[CH2:4][CH2:3]1.ClC(Cl)(O[C:19](=[O:25])OC(Cl)(Cl)Cl)Cl.[CH:27]([N:30]1[CH2:35][CH2:34][NH:33][CH2:32][CH2:31]1)([CH3:29])[CH3:28]. The catalyst is C(Cl)Cl.CN(C1C=CN=CC=1)C. The product is [CH:27]([N:30]1[CH2:35][CH2:34][N:33]([C:19]([O:1][CH:2]2[CH2:3][CH2:4][N:5]([C:8]([O:10][C:11]([CH3:14])([CH3:13])[CH3:12])=[O:9])[CH2:6][CH2:7]2)=[O:25])[CH2:32][CH2:31]1)([CH3:29])[CH3:28]. The yield is 0.990. (8) The reactants are [CH3:1][C:2]([CH3:14])=[CH:3][CH2:4][O:5][C:6]1[CH:7]=[C:8]([CH:11]=[CH:12][CH:13]=1)[C:9]#[N:10].[H-].[Al+3].[Li+].[H-].[H-].[H-].O.[OH-].[Na+]. The catalyst is O1CCCC1. The product is [CH3:1][C:2]([CH3:14])=[CH:3][CH2:4][O:5][C:6]1[CH:7]=[C:8]([CH:11]=[CH:12][CH:13]=1)[CH2:9][NH2:10]. The yield is 0.852. (9) The product is [CH:42]1[C:43]2[CH:44]=[C:31]([C:22]3[C:23]4[C:28](=[CH:27][CH:26]=[CH:25][CH:24]=4)[CH:29]=[CH:13][C:12]=3[CH2:11][CH:5]([CH2:4][CH2:15][CH3:16])[C:6]([OH:8])=[O:7])[C:32]3[C:37](=[CH:36][CH:35]=[CH:34][CH:33]=3)[C:38]=2[CH:39]=[CH:40][CH:41]=1. The catalyst is C(O)C. The reactants are C(O[C:4](=O)[CH:5]([CH2:11][CH2:12][CH3:13])[C:6]([O:8]CC)=[O:7])C.[CH3:15][CH2:16][O-].[Na+].BrCC1C=[CH:29][C:28]2[C:23](=[CH:24][CH:25]=[CH:26][CH:27]=2)[C:22]=1[C:31]1[C:32]2[C:37]([C:38]3[CH:39]=[CH:40][CH:41]=[CH:42][C:43]=3[CH:44]=1)=[CH:36][CH:35]=[CH:34][CH:33]=2.C1(C)C=CC=CC=1. The yield is 0.550.